Dataset: KCNQ2 potassium channel screen with 302,405 compounds. Task: Binary Classification. Given a drug SMILES string, predict its activity (active/inactive) in a high-throughput screening assay against a specified biological target. (1) The drug is S(CC(=O)N1CCC(CC1)C)c1nc(nc2n(c(=O)n(c(=O)c12)C)C)CCC. The result is 1 (active). (2) The compound is O(c1cc(CNC2CC(CC2)C)cc(OC)c1)C. The result is 0 (inactive). (3) The drug is O(c1c(NC(=O)c2c([N+]([O-])=O)cc([N+]([O-])=O)cc2)cc(cc1)C)C. The result is 0 (inactive). (4) The drug is s1c(CN2CC(N(CC2)Cc2oc(cc2)C)CCO)cnc1N1CCOCC1. The result is 0 (inactive).